This data is from CYP2C19 inhibition data for predicting drug metabolism from PubChem BioAssay. The task is: Regression/Classification. Given a drug SMILES string, predict its absorption, distribution, metabolism, or excretion properties. Task type varies by dataset: regression for continuous measurements (e.g., permeability, clearance, half-life) or binary classification for categorical outcomes (e.g., BBB penetration, CYP inhibition). Dataset: cyp2c19_veith. The molecule is N#Cc1ccc(CN2CC[C@@]3(CCCN(C(=O)c4cnccn4)C3)C2)cc1. The result is 0 (non-inhibitor).